Dataset: Full USPTO retrosynthesis dataset with 1.9M reactions from patents (1976-2016). Task: Predict the reactants needed to synthesize the given product. (1) Given the product [Si:26]([O:33][CH2:34][C:35]([NH:23][C:21]([C:11]1[C:12]2[O:20][CH:19]=[CH:18][C:13]=2[C:14](=[O:17])[N:15]([CH3:16])[C:10]=1[NH:9][C:3]1[CH:4]=[CH:5][C:6]([I:8])=[CH:7][C:2]=1[F:1])=[O:22])=[O:36])([C:29]([CH3:32])([CH3:31])[CH3:30])([CH3:28])[CH3:27], predict the reactants needed to synthesize it. The reactants are: [F:1][C:2]1[CH:7]=[C:6]([I:8])[CH:5]=[CH:4][C:3]=1[NH:9][C:10]1[N:15]([CH3:16])[C:14](=[O:17])[C:13]2[CH:18]=[CH:19][O:20][C:12]=2[C:11]=1[C:21]([NH2:23])=[O:22].[H-].[Na+].[Si:26]([O:33][CH2:34][C:35](Cl)=[O:36])([C:29]([CH3:32])([CH3:31])[CH3:30])([CH3:28])[CH3:27].O. (2) Given the product [CH2:18]([O:17][C:10]1[CH:11]=[C:12](/[CH:13]=[CH:27]/[C:28]([NH:30][C:31]2[CH:39]=[CH:38][CH:37]=[CH:36][C:32]=2[C:33]([OH:35])=[O:34])=[O:29])[CH:15]=[CH:16][C:9]=1[O:8][CH3:7])[CH2:19][C:20]#[C:21][CH2:22][CH3:23], predict the reactants needed to synthesize it. The reactants are: N1CCCCC1.[CH3:7][O:8][C:9]1[CH:16]=[CH:15][C:12]([CH:13]=O)=[CH:11][C:10]=1[O:17][CH2:18][CH2:19][C:20]#[C:21][CH2:22][CH3:23].C([CH2:27][C:28]([NH:30][C:31]1[CH:39]=[CH:38][CH:37]=[CH:36][C:32]=1[C:33]([OH:35])=[O:34])=[O:29])(O)=O.Cl. (3) Given the product [OH:20][CH2:19][CH2:18][N:5]([CH2:4][CH2:3][O:2][CH3:1])[CH:6]1[CH2:9][N:8]([C:10]([O:12][C:13]([CH3:16])([CH3:15])[CH3:14])=[O:11])[CH2:7]1, predict the reactants needed to synthesize it. The reactants are: [CH3:1][O:2][CH2:3][CH2:4][NH:5][CH:6]1[CH2:9][N:8]([C:10]([O:12][C:13]([CH3:16])([CH3:15])[CH3:14])=[O:11])[CH2:7]1.Br[CH2:18][CH2:19][OH:20].C([O-])([O-])=O.[Na+].[Na+]. (4) Given the product [CH3:25][N:8]([C@@H:9]1[CH2:14][CH2:13][CH2:12][NH:11][CH2:10]1)[C:6](=[O:7])[O:5][C:1]([CH3:4])([CH3:2])[CH3:3], predict the reactants needed to synthesize it. The reactants are: [C:1]([O:5][C:6]([N:8]([CH3:25])[C@@H:9]1[CH2:14][CH2:13][CH2:12][N:11](C(OCC2C=CC=CC=2)=O)[CH2:10]1)=[O:7])([CH3:4])([CH3:3])[CH3:2]. (5) Given the product [K+:23].[Br:9][C:6]1[CH:5]=[C:4]([C:10]([N:12]2[CH2:17][CH2:16][O:15][C:14]3[CH:18]=[CH:19][N:20]=[CH:21][C:13]2=3)=[O:11])[CH:3]=[C:2]([Br:1])[C:7]=1[O-:8], predict the reactants needed to synthesize it. The reactants are: [Br:1][C:2]1[CH:3]=[C:4]([C:10]([N:12]2[CH2:17][CH2:16][O:15][C:14]3[CH:18]=[CH:19][N:20]=[CH:21][C:13]2=3)=[O:11])[CH:5]=[C:6]([Br:9])[C:7]=1[OH:8].[OH-].[K+:23]. (6) Given the product [OH:23][CH2:22][CH:13]([C:5]1[CH:4]=[C:3]([C:2]([F:18])([F:19])[F:1])[CH:8]=[C:7]([C:9]([F:11])([F:12])[F:10])[CH:6]=1)[C:14]([O:16][CH3:17])=[O:15], predict the reactants needed to synthesize it. The reactants are: [F:1][C:2]([F:19])([F:18])[C:3]1[CH:4]=[C:5]([CH2:13][C:14]([O:16][CH3:17])=[O:15])[CH:6]=[C:7]([C:9]([F:12])([F:11])[F:10])[CH:8]=1.C=O.[C:22](=O)([O-])[OH:23].[Na+].O. (7) Given the product [C:24]1([S:30]([NH:1][C:2]2[C:10]3[NH:9][C:8]([NH:11][C:12]([C:14]4[N:15]=[CH:16][C:17]5[C:22]([CH:23]=4)=[CH:21][CH:20]=[CH:19][CH:18]=5)=[O:13])=[N:7][C:6]=3[CH:5]=[CH:4][CH:3]=2)(=[O:32])=[O:31])[CH:29]=[CH:28][CH:27]=[CH:26][CH:25]=1, predict the reactants needed to synthesize it. The reactants are: [NH2:1][C:2]1[C:10]2[N:9]=[C:8]([NH:11][C:12]([C:14]3[N:15]=[CH:16][C:17]4[C:22]([CH:23]=3)=[CH:21][CH:20]=[CH:19][CH:18]=4)=[O:13])[NH:7][C:6]=2[CH:5]=[CH:4][CH:3]=1.[C:24]1([S:30](Cl)(=[O:32])=[O:31])[CH:29]=[CH:28][CH:27]=[CH:26][CH:25]=1.